This data is from Forward reaction prediction with 1.9M reactions from USPTO patents (1976-2016). The task is: Predict the product of the given reaction. (1) Given the reactants Cl.[NH2:2][CH2:3][CH2:4][C:5]([O:7][CH2:8][CH3:9])=[O:6].[CH2:10](Br)[C:11]1[CH:16]=[CH:15][CH:14]=[CH:13][CH:12]=1.C([O-])([O-])=O.[K+].[K+], predict the reaction product. The product is: [CH2:10]([N:2]([CH2:10][C:11]1[CH:16]=[CH:15][CH:14]=[CH:13][CH:12]=1)[CH2:3][CH2:4][C:5]([O:7][CH2:8][CH3:9])=[O:6])[C:11]1[CH:16]=[CH:15][CH:14]=[CH:13][CH:12]=1. (2) Given the reactants [F:1][C:2]1[CH:7]=[C:6]([S:8][CH3:9])[CH:5]=[C:4]([F:10])[C:3]=1[C:11]1[N:16]=[C:15]([C:17]([O:19]C)=[O:18])[CH:14]=[CH:13][C:12]=1[F:21].[OH-].[Na+].Cl, predict the reaction product. The product is: [F:1][C:2]1[CH:7]=[C:6]([S:8][CH3:9])[CH:5]=[C:4]([F:10])[C:3]=1[C:11]1[N:16]=[C:15]([C:17]([OH:19])=[O:18])[CH:14]=[CH:13][C:12]=1[F:21]. (3) Given the reactants [F:1][C:2]([F:12])([C:5]1[CH:10]=[CH:9][CH:8]=[C:7]([CH3:11])[N:6]=1)[CH2:3][NH2:4].[CH2:13]([O:15][C:16](=[O:28])[CH2:17][C:18]1[C:23]([C:24]#[N:25])=[CH:22][CH:21]=[C:20](F)[C:19]=1[F:27])[CH3:14], predict the reaction product. The product is: [CH2:13]([O:15][C:16](=[O:28])[CH2:17][C:18]1[C:23]([C:24]#[N:25])=[CH:22][CH:21]=[C:20]([NH:4][CH2:3][C:2]([F:1])([F:12])[C:5]2[CH:10]=[CH:9][CH:8]=[C:7]([CH3:11])[N:6]=2)[C:19]=1[F:27])[CH3:14]. (4) Given the reactants [CH2:1]([N:8]1[C:20]2[CH:19]=[C:18]([C:21]3[C:22]([CH3:27])=[N:23][O:24][C:25]=3[CH3:26])[CH:17]=[C:16]([C:28]#[N:29])[C:15]=2[C:14]2[C:9]1=[CH:10][C:11]([C:30]([OH:33])([CH3:32])[CH3:31])=[CH:12][CH:13]=2)[C:2]1[CH:7]=[CH:6][CH:5]=[CH:4][CH:3]=1.C([O-])([O-])=[O:35].[K+].[K+].OO, predict the reaction product. The product is: [CH2:1]([N:8]1[C:20]2[CH:19]=[C:18]([C:21]3[C:22]([CH3:27])=[N:23][O:24][C:25]=3[CH3:26])[CH:17]=[C:16]([C:28]([NH2:29])=[O:35])[C:15]=2[C:14]2[C:9]1=[CH:10][C:11]([C:30]([OH:33])([CH3:31])[CH3:32])=[CH:12][CH:13]=2)[C:2]1[CH:3]=[CH:4][CH:5]=[CH:6][CH:7]=1. (5) Given the reactants [Cl:1][C:2]1[CH:7]=[CH:6][C:5]([C:8]2[S:12][C:11]([C:13]([OH:15])=O)=[CH:10][C:9]=2[CH2:16][C:17]([O:19][CH:20]([CH3:22])C)=[O:18])=[CH:4][CH:3]=1.C(Cl)CCl.C1C=CC2N(O)N=[N:33][C:31]=2[CH:32]=1.C(N(CC)CC)C.C[O:45][C:46]1C=C(C=C[CH:52]=1)N, predict the reaction product. The product is: [Cl:1][C:2]1[CH:3]=[CH:4][C:5]([C:8]2[S:12][C:11]([C:13]([N:33]3[CH2:31][CH2:32][O:45][CH2:46][CH2:52]3)=[O:15])=[CH:10][C:9]=2[CH2:16][C:17]([O:19][CH2:20][CH3:22])=[O:18])=[CH:6][CH:7]=1. (6) Given the reactants Cl[C:2]1[CH:7]=[C:6](Cl)[N:5]=[C:4]([N:9]2[CH2:14][CH2:13][O:12][CH2:11][CH2:10]2)[N:3]=1.[N:15]1[CH:20]=[CH:19][CH:18]=[C:17](B(O)O)[CH:16]=1.C([O-])([O-])=O.[Cs+].[Cs+].[CH:30]1([NH:33][C:34](=[O:51])[NH:35][C:36]2[CH:41]=[CH:40][C:39](B3OC(C)(C)C(C)(C)O3)=[CH:38][CH:37]=2)[CH2:32][CH2:31]1, predict the reaction product. The product is: [CH:30]1([NH:33][C:34]([NH:35][C:36]2[CH:41]=[CH:40][C:39]([C:2]3[CH:7]=[C:6]([C:17]4[CH:16]=[N:15][CH:20]=[CH:19][CH:18]=4)[N:5]=[C:4]([N:9]4[CH2:14][CH2:13][O:12][CH2:11][CH2:10]4)[N:3]=3)=[CH:38][CH:37]=2)=[O:51])[CH2:32][CH2:31]1. (7) Given the reactants [F:1][C:2]1([F:21])[O:6][C:5]2[CH:7]=[CH:8][C:9]([N:11]3[CH2:15][C:14](=[CH2:16])[S:13]/[C:12]/3=[N:17]\[C:18](=[O:20])[CH3:19])=[CH:10][C:4]=2[O:3]1.C[O-].[Na+], predict the reaction product. The product is: [F:21][C:2]1([F:1])[O:6][C:5]2[CH:7]=[CH:8][C:9]([N:11]3[CH:15]=[C:14]([CH3:16])[S:13]/[C:12]/3=[N:17]\[C:18](=[O:20])[CH3:19])=[CH:10][C:4]=2[O:3]1.